Dataset: Reaction yield outcomes from USPTO patents with 853,638 reactions. Task: Predict the reaction yield, written as a fraction of the theoretical maximum amount of product (1.0 means a 100% yield; for example, 0.34 means a 34% yield). (1) The reactants are [OH:1][C:2]1[CH:11]=[C:10]2[C:5]([C:6]([NH:12][C:13]3[CH:21]=[C:20]4[C:16]([CH:17]=[CH:18][NH:19]4)=[CH:15][CH:14]=3)=[N:7][CH:8]=[N:9]2)=[CH:4][C:3]=1[O:22][CH3:23].O[CH2:25][CH2:26][C:27]1[S:31][CH:30]=[N:29][C:28]=1[CH3:32]. No catalyst specified. The product is [CH3:23][O:22][C:3]1[CH:4]=[C:5]2[C:10](=[CH:11][C:2]=1[O:1][CH2:25][CH2:26][C:27]1[S:31][CH:30]=[N:29][C:28]=1[CH3:32])[N:9]=[CH:8][N:7]=[C:6]2[NH:12][C:13]1[CH:21]=[C:20]2[C:16]([CH:17]=[CH:18][NH:19]2)=[CH:15][CH:14]=1. The yield is 0.340. (2) The yield is 0.770. The catalyst is C1COCC1. The reactants are [CH2:1]([O:8][C@@H:9]1[CH2:31][C@@H:30]2[C@:25]([CH3:39])([CH2:26][CH2:27][C@H:28]([O:32][CH:33]3[CH2:38][CH2:37][CH2:36][CH2:35][O:34]3)[CH2:29]2)[C@@H:24]2[C@@H:10]1[C@H:11]1[C@:21]([CH3:40])([CH2:22][CH2:23]2)[C@@H:14]([C@H:15]([CH3:20])[CH2:16][CH2:17][CH:18]=[O:19])[CH2:13][CH2:12]1)[C:2]1[CH:7]=[CH:6][CH:5]=[CH:4][CH:3]=1.[CH:41]([Mg]Cl)([CH3:43])[CH3:42].[NH4+].[Cl-]. The product is [CH2:1]([O:8][C@@H:9]1[CH2:31][CH:30]2[C@:25]([CH3:39])([CH2:26][CH2:27][C@H:28]([O:32][CH:33]3[CH2:38][CH2:37][CH2:36][CH2:35][O:34]3)[CH2:29]2)[C@@H:24]2[C@@H:10]1[C@H:11]1[C@:21]([CH3:40])([CH2:22][CH2:23]2)[C@@H:14]([C@H:15]([CH3:20])[CH2:16][CH2:17][CH:18]([OH:19])[CH:41]([CH3:43])[CH3:42])[CH2:13][CH2:12]1)[C:2]1[CH:3]=[CH:4][CH:5]=[CH:6][CH:7]=1. (3) The reactants are Cl.CN(C)CCCN=C=NCC.Cl.[CH:14]12[CH2:23][CH:18]3[CH2:19][CH:20]([CH2:22][CH:16]([CH2:17]3)[CH:15]1[NH2:24])[CH2:21]2.[C:25]([C:29]1[N:33]([C:34]2[CH:39]=[CH:38][C:37]([Cl:40])=[CH:36][C:35]=2[CH3:41])[N:32]=[CH:31][C:30]=1[C:42](O)=[O:43])([CH3:28])([CH3:27])[CH3:26].ON1C2C=CC=CC=2N=N1.C(N(C(C)C)C(C)C)C. The catalyst is CN(C=O)C.CCOCC. The product is [CH:14]12[CH2:23][CH:18]3[CH2:19][CH:20]([CH2:22][CH:16]([CH2:17]3)[CH:15]1[NH:24][C:42]([C:30]1[CH:31]=[N:32][N:33]([C:34]3[CH:39]=[CH:38][C:37]([Cl:40])=[CH:36][C:35]=3[CH3:41])[C:29]=1[C:25]([CH3:28])([CH3:27])[CH3:26])=[O:43])[CH2:21]2. The yield is 0.900. (4) The reactants are [NH2:1][C:2]1[N:7]=[C:6]([C:8]([NH:10][CH2:11][C:12]2[CH:17]=[CH:16][CH:15]=[C:14](Br)[N:13]=2)=[O:9])[CH:5]=[C:4]([C:19]2[O:20][CH:21]=[CH:22][CH:23]=2)[N:3]=1.[NH4+:24].[OH-].C(O)CO.O. The catalyst is Cl.[Cu-]=O. The product is [NH2:1][C:2]1[N:7]=[C:6]([C:8]([NH:10][CH2:11][C:12]2[CH:17]=[CH:16][CH:15]=[C:14]([NH2:24])[N:13]=2)=[O:9])[CH:5]=[C:4]([C:19]2[O:20][CH:21]=[CH:22][CH:23]=2)[N:3]=1. The yield is 0.220.